This data is from Catalyst prediction with 721,799 reactions and 888 catalyst types from USPTO. The task is: Predict which catalyst facilitates the given reaction. (1) Reactant: [Li+].[OH-].[F:3][C:4]1[CH:5]=[C:6]([C:10]2[CH:15]=[CH:14][C:13]([C:16]([O:18]C)=[O:17])=[C:12]([N+:20]([O-:22])=[O:21])[CH:11]=2)[CH:7]=[CH:8][CH:9]=1. Product: [F:3][C:4]1[CH:5]=[C:6]([C:10]2[CH:15]=[CH:14][C:13]([C:16]([OH:18])=[O:17])=[C:12]([N+:20]([O-:22])=[O:21])[CH:11]=2)[CH:7]=[CH:8][CH:9]=1. The catalyst class is: 776. (2) Reactant: [F:1][C:2]1[CH:22]=[CH:21][C:5]([CH2:6][O:7][C:8]2[CH:17]=[C:16]3[C:11]([CH:12]=[C:13]([C:18](=[O:20])[CH3:19])[CH:14]=[N:15]3)=[CH:10][CH:9]=2)=[CH:4][CH:3]=1.B1(C)OC(C2C=CC=CC=2)(C2C=CC=CC=2)[C@H]2N1CCC2.CSC. Product: [F:1][C:2]1[CH:22]=[CH:21][C:5]([CH2:6][O:7][C:8]2[CH:17]=[C:16]3[C:11]([CH:12]=[C:13]([C@@H:18]([OH:20])[CH3:19])[CH:14]=[N:15]3)=[CH:10][CH:9]=2)=[CH:4][CH:3]=1. The catalyst class is: 11. (3) Reactant: [O:1]=[C:2]1[CH2:5][CH:4]([C:6]([OH:8])=O)[CH2:3]1.Cl.[CH3:10][O:11][NH:12][CH3:13].ON1C2C=CC=CC=2N=N1.Cl.CN(C)CCCN=C=NCC.C(N(CC)CC)C. Product: [CH3:10][O:11][N:12]([CH3:13])[C:6]([CH:4]1[CH2:3][C:2](=[O:1])[CH2:5]1)=[O:8]. The catalyst class is: 46. (4) Reactant: [Cl:1][C:2]1[C:3]([C:12]2[CH:17]=[CH:16][C:15]([Cl:18])=[CH:14][CH:13]=2)=[CH:4][C:5]2[N:6]([C:8](=[O:11])[NH:9][N:10]=2)[N:7]=1.Cl[CH2:20][C:21]1[CH:22]=[CH:23][C:24]([C:27]([F:30])([F:29])[F:28])=[N:25][CH:26]=1.C([O-])([O-])=O.[K+].[K+]. Product: [Cl:1][C:2]1[C:3]([C:12]2[CH:17]=[CH:16][C:15]([Cl:18])=[CH:14][CH:13]=2)=[CH:4][C:5]2[N:6]([C:8](=[O:11])[N:9]([CH2:20][C:21]3[CH:26]=[N:25][C:24]([C:27]([F:30])([F:28])[F:29])=[CH:23][CH:22]=3)[N:10]=2)[N:7]=1. The catalyst class is: 18.